This data is from M1 muscarinic receptor antagonist screen with 61,756 compounds. The task is: Binary Classification. Given a drug SMILES string, predict its activity (active/inactive) in a high-throughput screening assay against a specified biological target. (1) The compound is s1c2c(n3c(c(=O)n(nc3CC)CC(=O)N3CC(CCC3)C(OCC)=O)c2)cc1. The result is 0 (inactive). (2) The drug is Clc1c(c2oc3c(n2)cc(NC(=O)c2[nH]ncn2)cc3)cccc1. The result is 0 (inactive). (3) The compound is Clc1c(C2N=c3n([nH]c(n3)N)C(C2)c2cc(OC)c(OC)cc2)ccc(Cl)c1. The result is 0 (inactive). (4) The drug is O1CCN(CCCN\C=C2\C(=O)CC(CC2=O)(C)C)CC1. The result is 0 (inactive). (5) The result is 0 (inactive). The molecule is OC1(N(C(=O)c2c1cccc2)Cc1occc1)Cc1ccccc1. (6) The compound is S(=O)(=O)(N(C)C)c1cc(ccc1)C(=O)Nc1cc(ccc1)C(=O)C. The result is 0 (inactive). (7) The molecule is Oc1c(nc2c(c1)cccc2)C. The result is 0 (inactive). (8) The compound is S(CC(=O)N1CCCc2c1cccc2)c1n(c(nn1)Cc1n(ccc1)C)c1ccc(F)cc1. The result is 0 (inactive). (9) The result is 0 (inactive). The molecule is s1c(NC(=O)CN2CCOCC2)nnc1SCC(=O)Nc1ccccc1. (10) The drug is FC(F)(F)C(=O)NCCNC(=O)c1ccncc1. The result is 0 (inactive).